From a dataset of Catalyst prediction with 721,799 reactions and 888 catalyst types from USPTO. Predict which catalyst facilitates the given reaction. (1) Reactant: [N+:1]([C:4]1[CH:5]=[C:6]2[N:12]=[CH:11][S:10][C:7]2=[N:8][CH:9]=1)([O-])=O. Product: [NH2:1][C:4]1[CH:5]=[C:6]2[N:12]=[CH:11][S:10][C:7]2=[N:8][CH:9]=1. The catalyst class is: 33. (2) Product: [NH2:13][CH2:12][CH2:11][NH:14][C:3]([C:5]1([C:9]#[N:10])[CH2:8][CH2:7][CH2:6]1)=[O:4]. The catalyst class is: 24. Reactant: CO[C:3]([C:5]1([C:9]#[N:10])[CH2:8][CH2:7][CH2:6]1)=[O:4].[CH2:11]([NH2:14])[CH2:12][NH2:13].Cl. (3) Reactant: [Br:1][C:2]1[C:7]2[S:8][C:9]3[C:14](Br)=[CH:13][CH:12]=[CH:11][C:10]=3[C:6]=2[CH:5]=[CH:4][CH:3]=1.C([Li])CCC.Cl[Si:22]([CH3:25])([CH3:24])[CH3:23]. Product: [Br:1][C:2]1[C:7]2[S:8][C:9]3[C:14]([Si:22]([CH3:25])([CH3:24])[CH3:23])=[CH:13][CH:12]=[CH:11][C:10]=3[C:6]=2[CH:5]=[CH:4][CH:3]=1. The catalyst class is: 1. (4) Reactant: [NH2:1][C:2]1[CH:7]=[CH:6][CH:5]=[CH:4][C:3]=1[NH:8][C:9](=O)[CH2:10][C@H:11]1[C@H:17]([C:18]2[CH:23]=[CH:22][C:21]([Cl:24])=[C:20]([F:25])[CH:19]=2)[O:16][CH2:15][CH2:14][N:13]([C:26]([O:28][C:29]([CH3:32])([CH3:31])[CH3:30])=[O:27])[CH2:12]1.C(=O)([O-])O.[Na+]. Product: [NH:8]1[C:3]2[CH:4]=[CH:5][CH:6]=[CH:7][C:2]=2[N:1]=[C:9]1[CH2:10][C@H:11]1[C@H:17]([C:18]2[CH:23]=[CH:22][C:21]([Cl:24])=[C:20]([F:25])[CH:19]=2)[O:16][CH2:15][CH2:14][N:13]([C:26]([O:28][C:29]([CH3:31])([CH3:30])[CH3:32])=[O:27])[CH2:12]1. The catalyst class is: 15.